This data is from Reaction yield outcomes from USPTO patents with 853,638 reactions. The task is: Predict the reaction yield, written as a fraction of the theoretical maximum amount of product (1.0 means a 100% yield; for example, 0.34 means a 34% yield). The reactants are Br[CH2:2][C@H:3]1[CH2:7][C:6]2[CH:8]=[C:9]([F:20])[CH:10]=[C:11]([C:12]3[C:17]([Cl:18])=[CH:16][CH:15]=[CH:14][C:13]=3[Cl:19])[C:5]=2[O:4]1.[CH3:21][NH:22][CH3:23]. No catalyst specified. The product is [Cl:19][C:13]1[CH:14]=[CH:15][CH:16]=[C:17]([Cl:18])[C:12]=1[C:11]1[C:5]2[O:4][C@@H:3]([CH2:2][N:22]([CH3:23])[CH3:21])[CH2:7][C:6]=2[CH:8]=[C:9]([F:20])[CH:10]=1. The yield is 0.800.